From a dataset of Forward reaction prediction with 1.9M reactions from USPTO patents (1976-2016). Predict the product of the given reaction. (1) Given the reactants Br[C:2]1[CH:7]=[CH:6][C:5]([Cl:8])=[CH:4][CH:3]=1.[N:9]1([C:15]([O:17][C:18]([CH3:21])([CH3:20])[CH3:19])=[O:16])[CH2:14][CH2:13][NH:12][CH2:11][CH2:10]1.CC([O-])(C)C.[Na+], predict the reaction product. The product is: [Cl:8][C:5]1[CH:6]=[CH:7][C:2]([N:12]2[CH2:11][CH2:10][N:9]([C:15]([O:17][C:18]([CH3:21])([CH3:20])[CH3:19])=[O:16])[CH2:14][CH2:13]2)=[CH:3][CH:4]=1. (2) Given the reactants [C:1]([O:5][C:6]([NH:8][CH2:9][C:10]([OH:12])=O)=[O:7])([CH3:4])([CH3:3])[CH3:2].C(Cl)CCl.[F:17][C:18]1[CH:23]=[CH:22][C:21]([C:24]2[C:32]3[C:31]([N:33]4[CH2:38][CH2:37][N:36]([CH3:39])[CH2:35][CH2:34]4)=[N:30][CH:29]=[N:28][C:27]=3[O:26][C:25]=2[C:40]2[CH:46]=[CH:45][C:43]([NH2:44])=[CH:42][CH:41]=2)=[CH:20][CH:19]=1, predict the reaction product. The product is: [C:1]([O:5][C:6]([NH:8][CH2:9][C:10]([NH:44][C:43]1[CH:45]=[CH:46][C:40]([C:25]2[O:26][C:27]3[N:28]=[CH:29][N:30]=[C:31]([N:33]4[CH2:34][CH2:35][N:36]([CH3:39])[CH2:37][CH2:38]4)[C:32]=3[C:24]=2[C:21]2[CH:22]=[CH:23][C:18]([F:17])=[CH:19][CH:20]=2)=[CH:41][CH:42]=1)=[O:12])=[O:7])([CH3:2])([CH3:3])[CH3:4]. (3) Given the reactants [F:1][C:2]1[CH:7]=[CH:6][C:5]([N:8]=[C:9]=[O:10])=[CH:4][CH:3]=1.[OH:11][CH:12]1[CH2:17][CH2:16][CH2:15][N:14]([C:18]([O:20][C:21]([CH3:24])([CH3:23])[CH3:22])=[O:19])[CH2:13]1, predict the reaction product. The product is: [F:1][C:2]1[CH:7]=[CH:6][C:5]([NH:8][C:9]([O:11][CH:12]2[CH2:17][CH2:16][CH2:15][N:14]([C:18]([O:20][C:21]([CH3:24])([CH3:23])[CH3:22])=[O:19])[CH2:13]2)=[O:10])=[CH:4][CH:3]=1. (4) Given the reactants Br[C:2]1[CH:3]=[CH:4][C:5]([Cl:12])=[C:6]([CH:11]=1)[C:7]([O:9][CH3:10])=[O:8].[CH3:13][N:14](C=O)C, predict the reaction product. The product is: [Cl:12][C:5]1[CH:4]=[CH:3][C:2]([C:13]#[N:14])=[CH:11][C:6]=1[C:7]([O:9][CH3:10])=[O:8]. (5) Given the reactants CN(C)/C=[CH:4]/[C:5]1[CH:10]=[CH:9][C:8]([C:11]([O:13][CH3:14])=[O:12])=[CH:7][C:6]=1[N+:15]([O-:17])=[O:16].I([O-])(=O)(=O)=[O:20].[Na+], predict the reaction product. The product is: [CH3:14][O:13][C:11]([C:8]1[CH:9]=[CH:10][C:5]([CH:4]=[O:20])=[C:6]([N+:15]([O-:17])=[O:16])[CH:7]=1)=[O:12]. (6) Given the reactants [CH3:1][C:2]([CH3:53])([CH3:52])[CH2:3][C:4]([NH:6][C:7]1[CH:12]=[CH:11][CH:10]=[C:9]([C:13]2[C:21]3[C:16](=[CH:17][CH:18]=[C:19]([C:22]4[N:26]=[CH:25][N:24](C(C5C=CC=CC=5)(C5C=CC=CC=5)C5C=CC=CC=5)[N:23]=4)[CH:20]=3)[N:15](C3CCCCO3)[N:14]=2)[CH:8]=1)=[O:5], predict the reaction product. The product is: [NH:24]1[CH:25]=[N:26][C:22]([C:19]2[CH:20]=[C:21]3[C:16](=[CH:17][CH:18]=2)[NH:15][N:14]=[C:13]3[C:9]2[CH:8]=[C:7]([NH:6][C:4](=[O:5])[CH2:3][C:2]([CH3:52])([CH3:1])[CH3:53])[CH:12]=[CH:11][CH:10]=2)=[N:23]1. (7) Given the reactants [CH2:1]([N:3]1[CH:8]([CH3:9])[C:7]([CH3:11])([CH3:10])[O:6][C:5](=[O:12])[CH2:4]1)[CH3:2].C[Si]([N-][Si](C)(C)C)(C)C.[Li+].Br[CH2:24][C:25]([O:27][C:28]([CH3:31])([CH3:30])[CH3:29])=[O:26], predict the reaction product. The product is: [CH2:1]([N:3]1[CH:8]([CH3:9])[C:7]([CH3:10])([CH3:11])[O:6][C:5](=[O:12])[CH:4]1[CH2:24][C:25]([O:27][C:28]([CH3:31])([CH3:30])[CH3:29])=[O:26])[CH3:2].